This data is from Experimentally validated miRNA-target interactions with 360,000+ pairs, plus equal number of negative samples. The task is: Binary Classification. Given a miRNA mature sequence and a target amino acid sequence, predict their likelihood of interaction. (1) The protein sequence of the target gene is MSDSVILRSVKKFGEENHAFESDGFHNNDKKSRLQDKKKGEGARVGFFELFRFSSSKDNWLMFMGSVCALLHGMAQPGMIIVFGILTDIFVEYDIERQELSIPEKVCMNNTIVWINSSFNQNMTNGTSCGLVDINSEVIKFSGIYAGVGVAVLILGYFQIRLWVITGARQIRKMRKFYFRRIMRMEIGWFDCTSVGELNSRFSDDINKIDEAIADQMALFLQRLSTALSGLLLGFYRGWKLTLVILAVSPLIGIGAAVIGLSVAKFTELELKAYAKAGSIADEVLSSIRTVAAFGGENKE.... The miRNA is hsa-miR-30c-1-3p with sequence CUGGGAGAGGGUUGUUUACUCC. Result: 0 (no interaction). (2) The miRNA is ath-miR156f-5p with sequence UGACAGAAGAGAGUGAGCAC. The protein sequence of the target gene is MECNAKPPFQWELENLISFGTSTAEVPRKLKPMEWEIDGFDCTSLYSSSFAYAGSSGSDIAHAFSKSSKSTSISSSSAEVRTHNFTSETGESLPGEFAKGIDTSPSLELSFGSGDPVLGLKLGKRTYFEDFWEVENAKGLGLPVTLASSSVSPVKKSKSIPQRLQTPHCQVEGCNLDLSSAKDYHRKHRICENHSKFPKVVVSGVERRFCQQCSRFHCLSEFDEKKRSCRRRLSDHNARRRKPNPGRTYDGKPQVDFVWNRFALIHPRSEEKFIWPSSKHVPSRVLMPQPAKTEISDTEH.... Result: 1 (interaction). (3) The miRNA is hsa-miR-611 with sequence GCGAGGACCCCUCGGGGUCUGAC. The protein sequence of the target gene is MQPPPRKVKPAQEVKLRFLEQLSILQTRQQREADLLEDIRSYSKQRAAIEREYGQALQKLAGPFLKREGQRSGEADSRTVFGAWRCLLDATVAGGQTRLQASDRYRDLAGGTGRSAKEQVLRKGTESLQQAQAEVLQSVRELSRSRKLYGQRQRVWALAQEKAADVQARLNRSDHGIFHSRTSLQKLSTKLSAQSAQYSQQLRAARNEYLLNLVATNAHLAHYYQEELPALLKVLVSELSEYLRDPLTLLGHTELEAAEMILEHARHGGKATSQVNWEQDVKLFLQGPGVFSPTPPQQFQ.... Result: 0 (no interaction). (4) The miRNA is hsa-miR-4654 with sequence UGUGGGAUCUGGAGGCAUCUGG. The protein sequence of the target gene is MAAAAVARLWWRGILGASALTRGTGRPSVLLLPVRRESAGADTRPTVRPRNDVAHKQLSAFGEYVAEILPKYVQQVQVSCFNELEVCIHPDGVIPVLTFLRDHTNAQFKSLVDLTAVDVPTRQNRFEIVYNLLSLRFNSRIRVKTYTDELTPIESAVSVFKAANWYEREIWDMFGVFFANHPDLRRILTDYGFEGHPFRKDFPLSGYVELRYDDEVKRVVAEPVELAQEFRKFDLNSPWEAFPVYRQPPESLKLEAGDKKPDAK. Result: 0 (no interaction). (5) The miRNA is hsa-miR-3685 with sequence UUUCCUACCCUACCUGAAGACU. The protein sequence of the target gene is MRASLLLSVLRPAGPVAVGISLGFTLSLLSVTWVEEPCGPGPPQPGDSELPPRGNTNAARRPNSVQPGAEREKPGAGEGAGENWEPRVLPYHPAQPGQAAKKAVRTRYISTELGIRQRLLVAVLTSQTTLPTLGVAVNRTLGHRLERVVFLTGARGRRAPPGMAVVTLGEERPIGHLHLALRHLLEQHGDDFDWFFLVPDTTYTEAHGLARLTGHLSLASAAHLYLGRPQDFIGGEPTPGRYCHGGFGVLLSRMLLQQLRPHLEGCRNDIVSARPDEWLGRCILDATGVGCTGDHEGVHY.... Result: 0 (no interaction). (6) The miRNA is hsa-miR-548y with sequence AAAAGUAAUCACUGUUUUUGCC. The protein sequence of the target gene is MASPGHILIVCVCLLSMASAEAPQEPDPFTYDYHTLRIGGLTIAGILFILGILIILSKRCRCKFNQQQRTGEPDEEEGTFRSSIRRLSTRRR. Result: 0 (no interaction).